Task: Predict the product of the given reaction.. Dataset: Forward reaction prediction with 1.9M reactions from USPTO patents (1976-2016) (1) Given the reactants [Br:1][C:2]1[S:3][C:4]([Br:16])=[C:5]([C:10]2[CH:15]=[CH:14][CH:13]=[CH:12][CH:11]=2)[C:6]=1[C:7](Cl)=[O:8].[CH3:17][C:18]1[CH:23]=[CH:22][C:21]([S:24]([NH:27][NH2:28])(=[O:26])=[O:25])=[CH:20][CH:19]=1, predict the reaction product. The product is: [Br:1][C:2]1[S:3][C:4]([Br:16])=[C:5]([C:10]2[CH:15]=[CH:14][CH:13]=[CH:12][CH:11]=2)[C:6]=1[C:7]([NH:28][NH:27][S:24]([C:21]1[CH:22]=[CH:23][C:18]([CH3:17])=[CH:19][CH:20]=1)(=[O:25])=[O:26])=[O:8]. (2) Given the reactants [NH2:1][C:2]1[CH:7]=[C:6]([C:8]2[S:9][C:10]([C:13]3[CH:18]=[CH:17][C:16]([NH:19][S:20]([C:23]([F:26])([F:25])[F:24])(=[O:22])=[O:21])=[CH:15][C:14]=3[Cl:27])=[CH:11][N:12]=2)[CH:5]=[CH:4][N:3]=1.[CH3:28][S:29](Cl)(=[O:31])=[O:30], predict the reaction product. The product is: [Cl:27][C:14]1[CH:15]=[C:16]([NH:19][S:20]([C:23]([F:25])([F:26])[F:24])(=[O:22])=[O:21])[CH:17]=[CH:18][C:13]=1[C:10]1[S:9][C:8]([C:6]2[CH:5]=[CH:4][N:3]=[C:2]([NH:1][S:29]([CH3:28])(=[O:31])=[O:30])[CH:7]=2)=[N:12][CH:11]=1. (3) Given the reactants [SH:1][C:2]1[CH:3]=[C:4]([O:15][CH3:16])[C:5](=[CH:10][C:11]=1[N+:12]([O-:14])=[O:13])[C:6]([O:8][CH3:9])=[O:7].C(=O)([O-])[O-].[K+].[K+].[Cl:23][C:24]1[C:29](Cl)=[N:28][CH:27]=[CH:26][N:25]=1.C(OCC)(=O)C, predict the reaction product. The product is: [CH3:16][O:15][C:4]1[CH:3]=[C:2]([S:1][C:29]2[C:24]([Cl:23])=[N:25][CH:26]=[CH:27][N:28]=2)[C:11]([N+:12]([O-:14])=[O:13])=[CH:10][C:5]=1[C:6]([O:8][CH3:9])=[O:7]. (4) Given the reactants [NH2:1][C:2]1[N:6]([C:7]2[CH:12]=[CH:11][C:10]([F:13])=[CH:9][CH:8]=2)[N:5]=[CH:4][C:3]=1[C:14]([C:16]1[CH:21]=[CH:20][CH:19]=[C:18]([OH:22])[CH:17]=1)=[O:15].[CH2:23]([O:25][CH:26]([O:29][CH2:30][CH3:31])[CH2:27]Br)[CH3:24].C(=O)([O-])[O-].[K+].[K+], predict the reaction product. The product is: [NH2:1][C:2]1[N:6]([C:7]2[CH:12]=[CH:11][C:10]([F:13])=[CH:9][CH:8]=2)[N:5]=[CH:4][C:3]=1[C:14]([C:16]1[CH:21]=[CH:20][CH:19]=[C:18]([O:22][CH2:27][CH:26]([O:29][CH2:30][CH3:31])[O:25][CH2:23][CH3:24])[CH:17]=1)=[O:15]. (5) The product is: [ClH:33].[NH2:1][C@@H:2]1[CH2:7][CH2:6][CH2:5][N:4]([C:8]([C:10]2[CH:32]=[CH:31][C:13]3[N:14]([CH3:30])[C:15]([C:17]4[N:25]([CH2:26][CH:27]5[CH2:28][CH2:29]5)[C:20]5=[N:21][CH:22]=[CH:23][CH:24]=[C:19]5[CH:18]=4)=[N:16][C:12]=3[CH:11]=2)=[O:9])[CH2:3]1. Given the reactants [NH2:1][C@@H:2]1[CH2:7][CH2:6][CH2:5][N:4]([C:8]([C:10]2[CH:32]=[CH:31][C:13]3[N:14]([CH3:30])[C:15]([C:17]4[N:25]([CH2:26][CH:27]5[CH2:29][CH2:28]5)[C:20]5=[N:21][CH:22]=[CH:23][CH:24]=[C:19]5[CH:18]=4)=[N:16][C:12]=3[CH:11]=2)=[O:9])[CH2:3]1.[ClH:33], predict the reaction product. (6) Given the reactants [N:1]1([CH2:6][C@@H:7]([O:14][C:15]2[CH:24]=[CH:23][C:22]3[C:21](=[O:25])[CH2:20][CH2:19][CH2:18][C:17]=3[C:16]=2[CH2:26][S:27][C:28]2[CH:36]=[CH:35][CH:34]=[CH:33][C:29]=2[C:30](O)=[O:31])[C:8]2[CH:13]=[CH:12][CH:11]=[CH:10][CH:9]=2)[CH:5]=[CH:4][N:3]=[CH:2]1.[CH3:37][NH2:38], predict the reaction product. The product is: [N:1]1([CH2:6][C@@H:7]([O:14][C:15]2[CH:24]=[CH:23][C:22]3[C:21](=[O:25])[CH2:20][CH2:19][CH2:18][C:17]=3[C:16]=2[CH2:26][S:27][C:28]2[CH:36]=[CH:35][CH:34]=[CH:33][C:29]=2[C:30]([NH:38][CH3:37])=[O:31])[C:8]2[CH:9]=[CH:10][CH:11]=[CH:12][CH:13]=2)[CH:5]=[CH:4][N:3]=[CH:2]1. (7) Given the reactants Cl[C:2]1[N:7]=[C:6]([C:8]2[S:12][C:11]([N:13]3[CH2:18][CH2:17][O:16][CH2:15][CH2:14]3)=[N:10][C:9]=2[C:19]2[C:20]([F:37])=[C:21]([NH:25][S:26]([C:29]3[C:34]([F:35])=[CH:33][CH:32]=[CH:31][C:30]=3[F:36])(=[O:28])=[O:27])[CH:22]=[CH:23][CH:24]=2)[CH:5]=[CH:4][N:3]=1.[NH3:38].CO, predict the reaction product. The product is: [NH2:38][C:2]1[N:7]=[C:6]([C:8]2[S:12][C:11]([N:13]3[CH2:18][CH2:17][O:16][CH2:15][CH2:14]3)=[N:10][C:9]=2[C:19]2[C:20]([F:37])=[C:21]([NH:25][S:26]([C:29]3[C:34]([F:35])=[CH:33][CH:32]=[CH:31][C:30]=3[F:36])(=[O:28])=[O:27])[CH:22]=[CH:23][CH:24]=2)[CH:5]=[CH:4][N:3]=1.